Dataset: Full USPTO retrosynthesis dataset with 1.9M reactions from patents (1976-2016). Task: Predict the reactants needed to synthesize the given product. (1) Given the product [F:1][C:2]1[CH:9]=[CH:8][C:5]([C:6]#[N:7])=[C:4]([O:10][CH3:11])[CH:3]=1.[F:1][C:2]1[CH:9]=[CH:8][C:5]([C:6]#[N:7])=[C:4]([OH:10])[CH:3]=1, predict the reactants needed to synthesize it. The reactants are: [F:1][C:2]1[CH:9]=[CH:8][C:5]([C:6]#[N:7])=[C:4]([O:10][CH3:11])[CH:3]=1.[Cl-].[Cl-].[Cl-].[Al+3].O. (2) The reactants are: [Cl:1][C:2]1[CH:6]=[CH:5][S:4][C:3]=1[CH:7]=O.[N+:9]([CH2:12][CH3:13])([O-:11])=[O:10].C([O-])(=O)C.[NH4+].C(O)(=O)C. Given the product [Cl:1][C:2]1[CH:6]=[CH:5][S:4][C:3]=1/[CH:7]=[CH:13]/[CH2:12][N+:9]([O-:11])=[O:10], predict the reactants needed to synthesize it. (3) Given the product [Cl:8][C:9]1[C:10]([O:18][CH2:19][CH2:20][CH2:21][Si:22]([CH3:23])([CH3:25])[CH3:24])=[CH:11][C:12]([S:16][CH3:17])=[C:13]([NH:15][CH:4]=[N:5][C:6]#[N:7])[CH:14]=1, predict the reactants needed to synthesize it. The reactants are: C(O[CH:4]=[N:5][C:6]#[N:7])C.[Cl:8][C:9]1[C:10]([O:18][CH2:19][CH2:20][CH2:21][Si:22]([CH3:25])([CH3:24])[CH3:23])=[CH:11][C:12]([S:16][CH3:17])=[C:13]([NH2:15])[CH:14]=1.